From a dataset of Forward reaction prediction with 1.9M reactions from USPTO patents (1976-2016). Predict the product of the given reaction. The product is: [CH2:18]([OH:13])[CH2:17][CH2:22][CH2:3][CH2:2][CH2:1][OH:5].[CH2:22]([OH:13])[CH2:17][CH2:3][CH2:2][CH2:1][OH:5]. Given the reactants [C:1]([OH:5])(=O)[CH:2]=[CH2:3].C1(C)C=CC(S(O)(=O)=[O:13])=CC=1.[CH:17]1[CH:22]=CC=C[CH:18]=1, predict the reaction product.